Dataset: Reaction yield outcomes from USPTO patents with 853,638 reactions. Task: Predict the reaction yield, written as a fraction of the theoretical maximum amount of product (1.0 means a 100% yield; for example, 0.34 means a 34% yield). (1) The reactants are Br[CH:2]([CH3:14])[C:3]([C:5]1[CH:10]=[CH:9][C:8]([O:11][CH3:12])=[CH:7][C:6]=1[Cl:13])=O.[CH3:15][O:16][C:17]1[CH:22]=[CH:21][C:20]([C:23]([OH:25])=[O:24])=[CH:19][C:18]=1[N:26]([CH2:30][CH2:31][CH3:32])[C:27]([NH2:29])=[S:28]. No catalyst specified. The product is [Cl:13][C:6]1[CH:7]=[C:8]([O:11][CH3:12])[CH:9]=[CH:10][C:5]=1[C:3]1[N:29]=[C:27]([N:26]([C:18]2[CH:19]=[C:20]([C:23]([OH:25])=[O:24])[CH:21]=[CH:22][C:17]=2[O:16][CH3:15])[CH2:30][CH2:31][CH3:32])[S:28][C:2]=1[CH3:14]. The yield is 0.700. (2) The yield is 0.190. The catalyst is C(OCC)(=O)C. The reactants are C(=O)([O-])[O-].[K+].[K+].[N:7]1[CH:12]=[CH:11][CH:10]=[C:9]([OH:13])[CH:8]=1.C([O:16][CH:17](O)[C:18]([F:21])([F:20])[F:19])C.O. The product is [F:19][C:18]([F:21])([F:20])[CH:17]([C:12]1[N:7]=[CH:8][C:9]([OH:13])=[CH:10][CH:11]=1)[OH:16]. (3) The reactants are C(OC(=O)[CH2:5][O:6][CH:7]1[CH2:12][CH2:11][CH:10]([N:13]2[C:18](=[O:19])[C:17]([CH2:20][C:21]3[CH:26]=[CH:25][C:24]([C:27]4[CH:32]=[CH:31][CH:30]=[CH:29][C:28]=4[C:33]#[N:34])=[CH:23][CH:22]=3)=[C:16]([CH2:35][CH2:36][CH3:37])[N:15]3[N:38]=[C:39]([CH3:41])[N:40]=[C:14]23)[CH2:9][CH2:8]1)C.C[Mg]Br.Cl. The catalyst is O1CCCC1. The product is [OH:6][C:7]([CH3:12])([CH3:8])[CH2:5][O:6][C@H:7]1[CH2:8][CH2:9][C@H:10]([N:13]2[C:18](=[O:19])[C:17]([CH2:20][C:21]3[CH:22]=[CH:23][C:24]([C:27]4[C:28]([C:33]#[N:34])=[CH:29][CH:30]=[CH:31][CH:32]=4)=[CH:25][CH:26]=3)=[C:16]([CH2:35][CH2:36][CH3:37])[N:15]3[N:38]=[C:39]([CH3:41])[N:40]=[C:14]23)[CH2:11][CH2:12]1. The yield is 0.560. (4) The reactants are [CH:1]([C:3]1[S:4][CH:5]=[CH:6][C:7]=1[C:8]([OH:10])=[O:9])=O.Cl.[C:12]([NH:16][OH:17])([CH3:15])([CH3:14])[CH3:13]. The yield is 0.160. The product is [C:12]([N+:16]([O-:17])=[CH:1][C:3]1[S:4][CH:5]=[CH:6][C:7]=1[C:8]([OH:10])=[O:9])([CH3:15])([CH3:14])[CH3:13]. No catalyst specified. (5) The reactants are C1(C2C3C(=CC=CC=3)C=CC=2)C2C(=CC=CC=2)C=CC=1P1C(C)(C)CC2(OCCO2)CC1(C)C.C(N(CC)CC)C.Br[C:43]1[CH:48]=[CH:47][CH:46]=[CH:45][CH:44]=1.[CH2:49]([O:51][P:52]([O-:56])[O:53][CH2:54][CH3:55])[CH3:50]. The catalyst is C([O-])(=O)C.[Pd+2].C([O-])(=O)C.C(O)C. The product is [C:43]1([P:52](=[O:56])([O:53][CH2:54][CH3:55])[O:51][CH2:49][CH3:50])[CH:48]=[CH:47][CH:46]=[CH:45][CH:44]=1. The yield is 0.590. (6) The reactants are [CH3:1][O:2][C:3](=[O:19])[C:4]1[CH:9]=[C:8](I)[C:7]([C:11]([F:14])([F:13])[F:12])=[CH:6][C:5]=1[NH:15][C:16](=[O:18])[CH3:17].[CH2:20]([Sn](CCCC)(CCCC)C=C)[CH2:21]CC.O.O.[F-].[K+]. The catalyst is C1(C)C=CC=CC=1.[Pd].C1(P(C2C=CC=CC=2)C2C=CC=CC=2)C=CC=CC=1.C1(P(C2C=CC=CC=2)C2C=CC=CC=2)C=CC=CC=1.C1(P(C2C=CC=CC=2)C2C=CC=CC=2)C=CC=CC=1.C1(P(C2C=CC=CC=2)C2C=CC=CC=2)C=CC=CC=1. The product is [CH3:1][O:2][C:3](=[O:19])[C:4]1[CH:9]=[C:8]([CH:20]=[CH2:21])[C:7]([C:11]([F:14])([F:13])[F:12])=[CH:6][C:5]=1[NH:15][C:16](=[O:18])[CH3:17]. The yield is 0.750. (7) The reactants are [CH2:1]([O:8][C:9]([C:11]1[CH:27]=[CH:26][C:14]([O:15][C:16]2[C:21]([F:22])=[C:20](F)[C:19]([F:24])=[C:18]([F:25])[N:17]=2)=[CH:13][CH:12]=1)=[O:10])[C:2]1[CH:7]=[CH:6][CH:5]=[CH:4][CH:3]=1.[N+:28]([C:31]1[CH:37]=[CH:36][C:34]([O-:35])=[CH:33][C:32]=1[O:38][CH2:39][C:40]1[CH:45]=[CH:44][CH:43]=[CH:42][CH:41]=1)([O-:30])=[O:29].[K+].C(=O)([O-])[O-].[K+].[K+].C(=O)([O-])O.[K+]. The catalyst is CS(C)=O. The product is [N+:28]([C:31]1[CH:37]=[CH:36][C:34]([O:35][C:20]2[C:19]([F:24])=[C:18]([F:25])[N:17]=[C:16]([O:15][C:14]3[CH:13]=[CH:12][C:11]([C:9]([O:8][CH2:1][C:2]4[CH:7]=[CH:6][CH:5]=[CH:4][CH:3]=4)=[O:10])=[CH:27][CH:26]=3)[C:21]=2[F:22])=[CH:33][C:32]=1[O:38][CH2:39][C:40]1[CH:41]=[CH:42][CH:43]=[CH:44][CH:45]=1)([O-:30])=[O:29]. The yield is 0.920. (8) The yield is 0.600. The catalyst is C1COCC1.CN(C1C=CN=CC=1)C. The reactants are [CH3:1][O:2][C:3]1[CH:4]=[C:5]2[C:10](=[CH:11][C:12]=1[O:13][CH3:14])[N:9]=[CH:8][N:7]=[C:6]2[O:15][C:16]1[CH:17]=[C:18]([CH:20]=[CH:21][CH:22]=1)[NH2:19].[CH:23]([C:26]1[CH:30]=[C:29]([NH:31][C:32](=O)[O:33]C2C=CC=CC=2)[N:28]([C:41]2[CH:46]=[CH:45][CH:44]=[CH:43][CH:42]=2)[N:27]=1)([CH3:25])[CH3:24]. The product is [CH3:1][O:2][C:3]1[CH:4]=[C:5]2[C:10](=[CH:11][C:12]=1[O:13][CH3:14])[N:9]=[CH:8][N:7]=[C:6]2[O:15][C:16]1[CH:17]=[C:18]([NH:19][C:32]([NH:31][C:29]2[N:28]([C:41]3[CH:42]=[CH:43][CH:44]=[CH:45][CH:46]=3)[N:27]=[C:26]([CH:23]([CH3:25])[CH3:24])[CH:30]=2)=[O:33])[CH:20]=[CH:21][CH:22]=1. (9) The reactants are [F:1][C:2]1[CH:9]=[C:8]([F:10])[CH:7]=[CH:6][C:3]=1[CH:4]=O.Cl.[NH2:12][OH:13].[OH-].[Na+].C(O)C. The catalyst is O. The product is [F:1][C:2]1[CH:9]=[C:8]([F:10])[CH:7]=[CH:6][C:3]=1[CH:4]=[N:12][OH:13]. The yield is 0.840. (10) The reactants are [CH3:1][C:2]1([CH3:35])[CH2:5][CH:4]([CH:6]([NH:23][C:24]2[CH:25]=[N:26][C:27]3[C:32]([CH:33]=2)=[CH:31][CH:30]=[C:29]([F:34])[CH:28]=3)[C:7]2[CH:22]=[CH:21][C:10]([C:11]([NH:13][CH2:14][CH2:15][C:16]([O:18]CC)=[O:17])=[O:12])=[CH:9][CH:8]=2)[CH2:3]1.O1CCCC1.[OH-].[Na+].Cl. The catalyst is C(OCC)(=O)C.O.CO. The product is [CH3:1][C:2]1([CH3:35])[CH2:5][CH:4]([CH:6]([NH:23][C:24]2[CH:25]=[N:26][C:27]3[C:32]([CH:33]=2)=[CH:31][CH:30]=[C:29]([F:34])[CH:28]=3)[C:7]2[CH:8]=[CH:9][C:10]([C:11]([NH:13][CH2:14][CH2:15][C:16]([OH:18])=[O:17])=[O:12])=[CH:21][CH:22]=2)[CH2:3]1. The yield is 0.600.